Dataset: Full USPTO retrosynthesis dataset with 1.9M reactions from patents (1976-2016). Task: Predict the reactants needed to synthesize the given product. (1) Given the product [CH:1]1([O:5][CH2:6][C:7]2[C:15]3[C:14](=[O:16])[N:13]([CH2:17][O:18][CH2:19][CH2:20][Si:21]([CH3:24])([CH3:22])[CH3:23])[N:12]=[CH:11][C:10]=3[NH:9][C:8]=2[C:33]2[CH:38]=[CH:37][C:36]([O:39][CH:40]([F:41])[F:42])=[C:35]([O:43][CH:44]3[CH2:46][CH2:45]3)[CH:34]=2)[CH2:4][CH2:3][CH2:2]1, predict the reactants needed to synthesize it. The reactants are: [CH:1]1([O:5][CH2:6][C:7]2[C:15]3[C:14](=[O:16])[N:13]([CH2:17][O:18][CH2:19][CH2:20][Si:21]([CH3:24])([CH3:23])[CH3:22])[N:12]=[CH:11][C:10]=3[N:9](COCC[Si](C)(C)C)[C:8]=2[C:33]2[CH:38]=[CH:37][C:36]([O:39][CH:40]([F:42])[F:41])=[C:35]([O:43][CH:44]3[CH2:46][CH2:45]3)[CH:34]=2)[CH2:4][CH2:3][CH2:2]1.C1(OC2C=C(C3N(COCC[Si](C)(C)C)C4C=NN(COCC[Si](C)(C)C)C(=O)C=4C=3C)C=CC=2OC(F)F)CC1. (2) The reactants are: Cl.[Br:2][C:3]1[CH:9]=[C:8]([F:10])[CH:7]=[C:6]([CH3:11])[C:4]=1N.N([O-])=O.[Na+].CCO.[BrH:19]. Given the product [Br:2][C:3]1[CH:9]=[C:8]([F:10])[CH:7]=[C:6]([CH3:11])[C:4]=1[Br:19], predict the reactants needed to synthesize it. (3) Given the product [CH3:1][O:2][C:3]1[CH:8]=[CH:7][C:6]([C:9]2[CH:10]=[C:11]3[C:16](=[CH:17][CH:18]=2)[N:15]=[CH:14][N:13]=[C:12]3[C:19]2[CH:27]=[C:23]([C:24]([N:75]3[CH2:76][CH2:77][NH:72][CH2:73][C@@H:74]3[CH3:78])=[O:26])[CH:22]=[N:21][CH:20]=2)=[CH:5][C:4]=1[C:28]([F:29])([F:31])[F:30], predict the reactants needed to synthesize it. The reactants are: [CH3:1][O:2][C:3]1[CH:8]=[CH:7][C:6]([C:9]2[CH:10]=[C:11]3[C:16](=[CH:17][CH:18]=2)[N:15]=[CH:14][N:13]=[C:12]3[C:19]2[CH:20]=[N:21][CH:22]=[C:23]([CH:27]=2)[C:24]([OH:26])=O)=[CH:5][C:4]=1[C:28]([F:31])([F:30])[F:29].CN(C(ON1N=NC2C=CC=CC1=2)=[N+](C)C)C.F[P-](F)(F)(F)(F)F.CCN(C(C)C)C(C)C.C(OC([N:72]1[CH2:77][CH2:76][NH:75][C@@H:74]([CH3:78])[CH2:73]1)=O)(C)(C)C.C(O)(C(F)(F)F)=O. (4) Given the product [C:16]([C:15]1[CH:14]=[CH:13][C:12]([C:7]2[C:6]3[CH2:5][CH2:4][CH2:3][CH:2]([NH:1][C:20](=[O:22])[CH3:21])[C:11]=3[CH:10]=[N:9][CH:8]=2)=[CH:19][CH:18]=1)#[N:17], predict the reactants needed to synthesize it. The reactants are: [NH2:1][CH:2]1[C:11]2[CH:10]=[N:9][CH:8]=[C:7]([C:12]3[CH:19]=[CH:18][C:15]([C:16]#[N:17])=[CH:14][CH:13]=3)[C:6]=2[CH2:5][CH2:4][CH2:3]1.[C:20](Cl)(=[O:22])[CH3:21].CCN(CC)CC.CO. (5) The reactants are: [Br:1][C:2]1[CH:8]=[CH:7][C:5]([NH2:6])=[C:4]([CH3:9])[CH:3]=1.[C:10](Cl)(=[O:17])[C:11]1[CH:16]=[CH:15][CH:14]=[CH:13][CH:12]=1. Given the product [Br:1][C:2]1[CH:8]=[CH:7][C:5]([NH:6][C:10](=[O:17])[C:11]2[CH:16]=[CH:15][CH:14]=[CH:13][CH:12]=2)=[C:4]([CH3:9])[CH:3]=1, predict the reactants needed to synthesize it. (6) The reactants are: C([C:3]1[CH:8]=[CH:7][C:6]([C:9]2[CH:14]=[CH:13][C:12]([S:15]([N:18]([C:20]3[CH:25]=[CH:24][CH:23]=[C:22]([O:26][CH3:27])[CH:21]=3)[CH3:19])(=[O:17])=[O:16])=[CH:11][CH:10]=2)=[CH:5][CH:4]=1)=O.CN1CCC(=C2[C:43]3[N:44]=[CH:45]C=[CH:47][C:42]=3[CH2:41]CC3C=CC=CC2=3)CC1.FC1C=CC(N(CC2SC(C3C=CC([CH:71]=[O:72])=CC=3)=CC=2)C(C)C)=CC=1.Cl.N(CC(O)=[O:80])C. Given the product [CH3:71][O:72][C:41]([CH:42]1[CH2:47][N:44]([CH2:45][C:3]2[CH:8]=[CH:7][C:6]([C:9]3[CH:10]=[CH:11][C:12]([S:15](=[O:17])(=[O:16])[N:18]([C:20]4[CH:25]=[CH:24][CH:23]=[C:22]([O:26][CH3:27])[CH:21]=4)[CH3:19])=[CH:13][CH:14]=3)=[CH:5][CH:4]=2)[CH2:43]1)=[O:80], predict the reactants needed to synthesize it. (7) Given the product [NH2:33][C:19]1[N:20]=[C:21]([C:23]2[CH:32]=[C:31]3[C:26]([CH2:27][CH2:28][N:29]([C:2]([NH:1][C@@H:4]([CH3:5])[CH:6]([CH3:8])[CH3:7])=[O:3])[CH2:30]3)=[CH:25][CH:24]=2)[CH:22]=[C:17]([N:14]2[CH2:13][CH2:12][N:11]([CH3:10])[CH2:16][CH2:15]2)[N:18]=1, predict the reactants needed to synthesize it. The reactants are: [N:1]([C@H:4]([CH:6]([CH3:8])[CH3:7])[CH3:5])=[C:2]=[O:3].Cl.[CH3:10][N:11]1[CH2:16][CH2:15][N:14]([C:17]2[CH:22]=[C:21]([C:23]3[CH:32]=[C:31]4[C:26]([CH2:27][CH2:28][NH:29][CH2:30]4)=[CH:25][CH:24]=3)[N:20]=[C:19]([NH2:33])[N:18]=2)[CH2:13][CH2:12]1. (8) Given the product [ClH:31].[F:25][C:22]1[CH:23]=[CH:24][C:19]([CH2:18][NH:7][C:8]2[S:12][C:11]3[CH:13]=[CH:14][CH:15]=[CH:16][C:10]=3[C:9]=2[CH3:17])=[CH:20][C:21]=1[C:26]([F:29])([F:27])[F:28], predict the reactants needed to synthesize it. The reactants are: C(OC(=O)[N:7]([CH2:18][C:19]1[CH:24]=[CH:23][C:22]([F:25])=[C:21]([C:26]([F:29])([F:28])[F:27])[CH:20]=1)[C:8]1[S:12][C:11]2[CH:13]=[CH:14][CH:15]=[CH:16][C:10]=2[C:9]=1[CH3:17])(C)(C)C.[ClH:31].